Task: Predict the product of the given reaction.. Dataset: Forward reaction prediction with 1.9M reactions from USPTO patents (1976-2016) (1) Given the reactants [CH3:1][C:2]1[S:3][CH:4]=[CH:5][C:6]=1[CH:7]1[O:11][CH2:10][CH2:9][O:8]1.[Br:12]N1C(=O)CCC1=O, predict the reaction product. The product is: [Br:12][C:4]1[S:3][C:2]([CH3:1])=[C:6]([CH:7]2[O:11][CH2:10][CH2:9][O:8]2)[CH:5]=1. (2) Given the reactants C([BH3-])#N.[Na+].[Br:5][C:6]1[CH:7]=[C:8]2[C:13](=[CH:14][CH:15]=1)[C:12]([CH2:16][N:17]1[C:28](=[O:29])[C@@H:27]([NH:30][C:31](=[O:35])[C@@H:32]([NH2:34])[CH3:33])[C:21]3([CH2:26][CH2:25][O:24][CH2:23][CH2:22]3)[O:20][C:19]3[CH:36]=[CH:37][CH:38]=[CH:39][C:18]1=3)=[C:11]([O:40][CH3:41])[CH:10]=[CH:9]2.[CH2:42]1OC(O)C[O:44][CH:43]1O.C(O)(=O)C, predict the reaction product. The product is: [Br:5][C:6]1[CH:7]=[C:8]2[C:13](=[CH:14][CH:15]=1)[C:12]([CH2:16][N:17]1[C:28](=[O:29])[C@@H:27]([NH:30][C:31](=[O:35])[C@@H:32]([NH:34][CH2:42][CH2:43][OH:44])[CH3:33])[C:21]3([CH2:22][CH2:23][O:24][CH2:25][CH2:26]3)[O:20][C:19]3[CH:36]=[CH:37][CH:38]=[CH:39][C:18]1=3)=[C:11]([O:40][CH3:41])[CH:10]=[CH:9]2. (3) Given the reactants Br[C:2]1[C:6]2[CH:7]=[C:8]([CH2:11][O:12][C:13]3[N:18]=[CH:17][C:16]([CH:19]([C:26]#[C:27][CH3:28])[CH2:20][C:21]([O:23][CH2:24][CH3:25])=[O:22])=[CH:15][CH:14]=3)[CH:9]=[CH:10][C:5]=2[S:4][CH:3]=1.[OH:29][C:30]1[CH:35]=[CH:34][C:33](B(O)O)=[C:32]([CH3:39])[CH:31]=1.C([O-])([O-])=O.[Cs+].[Cs+], predict the reaction product. The product is: [OH:29][C:30]1[CH:35]=[CH:34][C:33]([C:2]2[C:6]3[CH:7]=[C:8]([CH2:11][O:12][C:13]4[N:18]=[CH:17][C:16]([CH:19]([C:26]#[C:27][CH3:28])[CH2:20][C:21]([O:23][CH2:24][CH3:25])=[O:22])=[CH:15][CH:14]=4)[CH:9]=[CH:10][C:5]=3[S:4][CH:3]=2)=[C:32]([CH3:39])[CH:31]=1. (4) The product is: [Cl:20][C:21]1[C:26]([Cl:27])=[CH:25][CH:24]=[CH:23][C:22]=1[CH:28]1[CH2:33][CH2:32][N:31]([CH2:2][CH2:3][CH2:4][CH2:5][O:6][C:7]2[CH:8]=[CH:9][C:10]3[NH:42][C:13](=[O:17])[NH:14][C:15]=3[CH:16]=2)[CH2:30][CH2:29]1. Given the reactants Br[CH2:2][CH2:3][CH2:4][CH2:5][O:6][C:7]1[CH:16]=[C:15]2[C:10](C=C[C:13](=[O:17])[NH:14]2)=[CH:9][CH:8]=1.[Na+].[I-].[Cl:20][C:21]1[C:26]([Cl:27])=[CH:25][CH:24]=[CH:23][C:22]=1[CH:28]1[CH2:33][CH2:32][NH:31][CH2:30][CH2:29]1.C([O-])([O-])=O.[K+].[K+].CC#[N:42], predict the reaction product.